From a dataset of Reaction yield outcomes from USPTO patents with 853,638 reactions. Predict the reaction yield, written as a fraction of the theoretical maximum amount of product (1.0 means a 100% yield; for example, 0.34 means a 34% yield). (1) The reactants are CC[N:3](C1C=CC=CC=1)CC.[C:12]1([C:22]([OH:24])=O)[C:21]2[C:16](=[CH:17][CH:18]=[CH:19][CH:20]=2)[CH:15]=[CH:14][CH:13]=1.Cl.CN(C)CCCN=C=NCC.ON1C2C=CC=CC=2N=N1. The catalyst is C1COCC1. The product is [C:12]1([C:22]([NH2:3])=[O:24])[C:21]2[C:16](=[CH:17][CH:18]=[CH:19][CH:20]=2)[CH:15]=[CH:14][CH:13]=1. The yield is 0.680. (2) The reactants are C(N(CC)C(C)C)(C)C.[NH2:10][C:11]1[CH:16]=[CH:15][C:14]([N:17]2[CH2:22][CH2:21][O:20][CH2:19][C:18]2=[O:23])=[CH:13][CH:12]=1.Cl[C:25]([O:27][CH3:28])=[O:26]. The catalyst is C(Cl)Cl. The product is [O:23]=[C:18]1[CH2:19][O:20][CH2:21][CH2:22][N:17]1[C:14]1[CH:13]=[CH:12][C:11]([NH:10][C:25](=[O:26])[O:27][CH3:28])=[CH:16][CH:15]=1. The yield is 0.950.